Dataset: Forward reaction prediction with 1.9M reactions from USPTO patents (1976-2016). Task: Predict the product of the given reaction. (1) Given the reactants C([BH3-])#N.[Na+].FC(F)(F)C(O)=O.[Cl:12][C:13]1[CH:14]=[C:15]2[C:20](=[CH:21][CH:22]=1)[CH:19]=[C:18]([S:23]([CH2:26][CH2:27][CH2:28][CH2:29][NH2:30])(=[O:25])=[O:24])[CH:17]=[CH:16]2.[N:31]1[CH:36]=[CH:35][C:34]([N:37]2[CH2:42][CH2:41][C:40](=O)[CH2:39][CH2:38]2)=[CH:33][CH:32]=1, predict the reaction product. The product is: [Cl:12][C:13]1[CH:14]=[C:15]2[C:20](=[CH:21][CH:22]=1)[CH:19]=[C:18]([S:23]([CH2:26][CH2:27][CH2:28][CH2:29][NH:30][CH:40]1[CH2:39][CH2:38][N:37]([C:34]3[CH:35]=[CH:36][N:31]=[CH:32][CH:33]=3)[CH2:42][CH2:41]1)(=[O:24])=[O:25])[CH:17]=[CH:16]2. (2) Given the reactants O[CH2:2][C:3]1[CH:8]=[CH:7][N:6]=[C:5]([C:9]2[CH:14]=[C:13]([O:15][CH3:16])[C:12]([O:17][CH3:18])=[C:11]([O:19][CH3:20])[CH:10]=2)[CH:4]=1.[Cl-:21], predict the reaction product. The product is: [Cl:21][CH2:2][C:3]1[CH:8]=[CH:7][N:6]=[C:5]([C:9]2[CH:14]=[C:13]([O:15][CH3:16])[C:12]([O:17][CH3:18])=[C:11]([O:19][CH3:20])[CH:10]=2)[CH:4]=1. (3) Given the reactants [OH:1][C:2]1[C:3]([CH3:12])=[C:4]([CH:8]=[CH:9][C:10]=1[OH:11])[C:5]([OH:7])=[O:6].S(=O)(=O)(O)O.[CH3:18]O, predict the reaction product. The product is: [CH3:18][O:6][C:5](=[O:7])[C:4]1[CH:8]=[CH:9][C:10]([OH:11])=[C:2]([OH:1])[C:3]=1[CH3:12]. (4) Given the reactants [CH2:1]1[C:5]2([CH2:9][CH:8]=[CH:7][CH2:6]2)[CH2:4][C@@H:3]([C:10]([O:12][CH3:13])=[O:11])[N:2]1[C:14]([O:16][C:17]([CH3:20])([CH3:19])[CH3:18])=[O:15], predict the reaction product. The product is: [CH2:1]1[C:5]2([CH2:6][CH2:7][CH2:8][CH2:9]2)[CH2:4][C@@H:3]([C:10]([O:12][CH3:13])=[O:11])[N:2]1[C:14]([O:16][C:17]([CH3:20])([CH3:19])[CH3:18])=[O:15]. (5) Given the reactants [CH2:1]([C:8]1[S:12][C:11]2[CH:13]=[CH:14][CH:15]=[CH:16][C:10]=2[C:9]=1[CH2:17][CH2:18][C:19]1[CH:24]=[CH:23][C:22]([O:25]C)=[CH:21][CH:20]=1)[C:2]1[CH:7]=[CH:6][CH:5]=[CH:4][CH:3]=1.B(Br)(Br)Br.C(Cl)Cl, predict the reaction product. The product is: [CH2:1]([C:8]1[S:12][C:11]2[CH:13]=[CH:14][CH:15]=[CH:16][C:10]=2[C:9]=1[CH2:17][CH2:18][C:19]1[CH:24]=[CH:23][C:22]([OH:25])=[CH:21][CH:20]=1)[C:2]1[CH:7]=[CH:6][CH:5]=[CH:4][CH:3]=1.